Dataset: Forward reaction prediction with 1.9M reactions from USPTO patents (1976-2016). Task: Predict the product of the given reaction. (1) Given the reactants [C:1]1([C:35]2[CH:40]=[CH:39][CH:38]=[CH:37][CH:36]=2)[CH:6]=[C:5]([CH2:7][NH:8][CH2:9][CH2:10][CH2:11][NH:12][CH2:13][CH2:14][CH2:15][NH:16][CH2:17][CH2:18][CH2:19][CH3:20])[CH:4]=[C:3]([CH2:21][NH:22][CH2:23][CH2:24][CH2:25][NH:26][CH2:27][CH2:28][CH2:29][NH:30][CH2:31][CH2:32][CH2:33][CH3:34])[CH:2]=1.[ClH:41], predict the reaction product. The product is: [ClH:41].[C:1]1([C:35]2[CH:40]=[CH:39][CH:38]=[CH:37][CH:36]=2)[CH:2]=[C:3]([CH2:21][NH:22][CH2:23][CH2:24][CH2:25][NH:26][CH2:27][CH2:28][CH2:29][NH:30][CH2:31][CH2:32][CH2:33][CH3:34])[CH:4]=[C:5]([CH2:7][NH:8][CH2:9][CH2:10][CH2:11][NH:12][CH2:13][CH2:14][CH2:15][NH:16][CH2:17][CH2:18][CH2:19][CH3:20])[CH:6]=1. (2) Given the reactants [Cl:1][C:2]1[C:7]([Cl:8])=[CH:6][CH:5]=[CH:4][C:3]=1[C:9]1[CH:14]=[CH:13][C:12](/[C:15](/[CH3:19])=[CH:16]/[CH2:17][OH:18])=[CH:11][CH:10]=1.[CH2:20]([O:22][C@@H:23]([CH2:29][C:30]1[CH:35]=[CH:34][C:33](O)=[CH:32][CH:31]=1)[C:24]([O:26][CH2:27][CH3:28])=[O:25])[CH3:21], predict the reaction product. The product is: [Cl:1][C:2]1[C:7]([Cl:8])=[CH:6][CH:5]=[CH:4][C:3]=1[C:9]1[CH:14]=[CH:13][C:12](/[C:15](/[CH3:19])=[CH:16]/[CH2:17][O:18][C:33]2[CH:32]=[CH:31][C:30]([CH2:29][C@H:23]([O:22][CH2:20][CH3:21])[C:24]([O:26][CH2:27][CH3:28])=[O:25])=[CH:35][CH:34]=2)=[CH:11][CH:10]=1. (3) Given the reactants [CH2:1]([O:3][C:4]([C:6]1[C:7](=[N:31]O)[C:8]2[C:13]([C:14]=1[C:15]1[CH:20]=[CH:19][CH:18]=[CH:17][CH:16]=1)=[CH:12][CH:11]=[C:10]([O:21][CH2:22][CH2:23][CH2:24][C:25]1[CH:30]=[CH:29][CH:28]=[CH:27][CH:26]=1)[CH:9]=2)=[O:5])[CH3:2], predict the reaction product. The product is: [CH2:1]([O:3][C:4]([C:6]1[CH:7]([NH2:31])[C:8]2[C:13]([C:14]=1[C:15]1[CH:20]=[CH:19][CH:18]=[CH:17][CH:16]=1)=[CH:12][CH:11]=[C:10]([O:21][CH2:22][CH2:23][CH2:24][C:25]1[CH:30]=[CH:29][CH:28]=[CH:27][CH:26]=1)[CH:9]=2)=[O:5])[CH3:2]. (4) Given the reactants [Cl:1][C:2]1[N:3]=[C:4](Cl)[C:5]2[S:10][CH2:9][CH2:8][C:6]=2[N:7]=1.C(N(C(C)C)CC)(C)C.[NH2:21][CH:22]1[CH2:27][CH2:26][O:25][CH2:24][CH2:23]1, predict the reaction product. The product is: [Cl:1][C:2]1[N:3]=[C:4]([NH:21][CH:22]2[CH2:27][CH2:26][O:25][CH2:24][CH2:23]2)[C:5]2[S:10][CH2:9][CH2:8][C:6]=2[N:7]=1. (5) Given the reactants Cl.[OH:2][C@H:3]1[CH2:8][CH2:7][C@H:6]([N:9]2[CH2:13][CH2:12][C:11]3([CH2:18][CH2:17][CH2:16][NH:15][CH2:14]3)[C:10]2=[O:19])[CH2:5][CH2:4]1.Cl[C:21]1[CH:26]=[CH:25][C:24]([C:27]([F:30])([F:29])[F:28])=[CH:23][N:22]=1.C(N(CC)CC)C.CN1CCCC1=O, predict the reaction product. The product is: [OH:2][C@H:3]1[CH2:8][CH2:7][C@H:6]([N:9]2[CH2:13][CH2:12][C:11]3([CH2:18][CH2:17][CH2:16][N:15]([C:21]4[CH:26]=[CH:25][C:24]([C:27]([F:30])([F:29])[F:28])=[CH:23][N:22]=4)[CH2:14]3)[C:10]2=[O:19])[CH2:5][CH2:4]1. (6) Given the reactants [CH2:1]([O:3][C:4]([C:6]1([C:9]2[CH:14]=[CH:13][C:12]([C:15]3[CH:20]=[CH:19][C:18]([C:21]4[S:22][C:23]([Cl:29])=[CH:24][C:25]=4C(=O)N)=[CH:17][C:16]=3[O:30][CH3:31])=[CH:11][CH:10]=2)[CH2:8][CH2:7]1)=[O:5])[CH3:2].[F:32][C:33]1[CH:38]=[CH:37][CH:36]=[CH:35][C:34]=1[C@H:39]([OH:41])[CH3:40].[N:42]1[CH:47]=CC=CC=1.FC(F)(F)C(OI(C1C=CC=CC=1)OC(=O)C(F)(F)F)=[O:51], predict the reaction product. The product is: [CH2:1]([O:3][C:4]([C:6]1([C:9]2[CH:10]=[CH:11][C:12]([C:15]3[CH:20]=[CH:19][C:18]([C:21]4[S:22][C:23]([Cl:29])=[CH:24][C:25]=4[NH:42][C:47]([O:41][C@@H:39]([C:34]4[CH:35]=[CH:36][CH:37]=[CH:38][C:33]=4[F:32])[CH3:40])=[O:51])=[CH:17][C:16]=3[O:30][CH3:31])=[CH:13][CH:14]=2)[CH2:8][CH2:7]1)=[O:5])[CH3:2]. (7) Given the reactants [NH:1]([CH2:3][CH2:4][C:5]#[N:6])[NH2:2].[OH:7][C:8]1[CH:15]=[C:14]([OH:16])[CH:13]=[CH:12][C:9]=1[CH:10]=O, predict the reaction product. The product is: [OH:7][C:8]1[CH:15]=[C:14]([OH:16])[CH:13]=[CH:12][C:9]=1[CH:10]=[N:2][NH:1][CH2:3][CH2:4][C:5]#[N:6]. (8) Given the reactants [Na+].[CH:2]([N:5]1[C:9]([C:10]2[CH:15]=[CH:14][N:13]=[C:12]([NH:16][C:17]3[CH:25]=[CH:24][C:20]([C:21]([O-:23])=O)=[CH:19][CH:18]=3)[N:11]=2)=[CH:8][N:7]=[C:6]1[CH3:26])([CH3:4])[CH3:3].CN(C(ON1N=NC2C=CC=CC1=2)=[N+](C)C)C.F[P-](F)(F)(F)(F)F.[NH:51]1[CH2:57][CH2:56][CH2:55][C@H:52]1[CH2:53][OH:54], predict the reaction product. The product is: [CH:2]([N:5]1[C:9]([C:10]2[CH:15]=[CH:14][N:13]=[C:12]([NH:16][C:17]3[CH:18]=[CH:19][C:20]([C:21]([N:51]4[CH2:57][CH2:56][CH2:55][C@H:52]4[CH2:53][OH:54])=[O:23])=[CH:24][CH:25]=3)[N:11]=2)=[CH:8][N:7]=[C:6]1[CH3:26])([CH3:3])[CH3:4]. (9) Given the reactants [CH3:1][N:2]1[CH2:7][CH2:6][NH:5][CH2:4][CH2:3]1.C1(C)C=CC=CC=1.[CH2:15]([O:22][C:23]1[C:24]([CH3:32])=[N:25][C:26](Br)=[C:27]([CH3:30])[C:28]=1[CH3:29])[C:16]1[CH:21]=[CH:20][CH:19]=[CH:18][CH:17]=1.CC([O-])(C)C.[Na+], predict the reaction product. The product is: [CH2:15]([O:22][C:23]1[C:28]([CH3:29])=[C:27]([CH3:30])[C:26]([N:5]2[CH2:6][CH2:7][N:2]([CH3:1])[CH2:3][CH2:4]2)=[N:25][C:24]=1[CH3:32])[C:16]1[CH:21]=[CH:20][CH:19]=[CH:18][CH:17]=1. (10) Given the reactants CS(O[CH2:6][CH2:7][C:8]1[C:17]2[C:12](=[CH:13][CH:14]=[CH:15][CH:16]=2)[C:11]([O:18][CH2:19][C:20]2[CH:25]=[CH:24][CH:23]=[CH:22][CH:21]=2)=[CH:10][C:9]=1[NH:26][C:27]([C:29]1[NH:30][C:31]2[C:36]([CH:37]=1)=[CH:35][C:34]([O:38][CH3:39])=[C:33]([O:40][CH3:41])[C:32]=2[O:42][CH3:43])=[O:28])(=O)=O.[Li+].[Cl-:45].CCOC(C)=O, predict the reaction product. The product is: [CH2:19]([O:18][C:11]1[C:12]2[C:17](=[CH:16][CH:15]=[CH:14][CH:13]=2)[C:8]([CH2:7][CH2:6][Cl:45])=[C:9]([NH:26][C:27]([C:29]2[NH:30][C:31]3[C:36]([CH:37]=2)=[CH:35][C:34]([O:38][CH3:39])=[C:33]([O:40][CH3:41])[C:32]=3[O:42][CH3:43])=[O:28])[CH:10]=1)[C:20]1[CH:21]=[CH:22][CH:23]=[CH:24][CH:25]=1.